Task: Predict the reactants needed to synthesize the given product.. Dataset: Full USPTO retrosynthesis dataset with 1.9M reactions from patents (1976-2016) (1) Given the product [Cl:1][C:2]1[CH:3]=[C:4]([CH:13]=[C:14]([Cl:16])[CH:15]=1)[CH2:5][N:6]1[CH:10]=[CH:9][N:8]=[C:7]1[CH:11]=[O:12], predict the reactants needed to synthesize it. The reactants are: [Cl:1][C:2]1[CH:3]=[C:4]([CH:13]=[C:14]([Cl:16])[CH:15]=1)[CH2:5][N:6]1[CH:10]=[CH:9][N:8]=[C:7]1[CH2:11][OH:12]. (2) Given the product [ClH:16].[CH3:3][NH+:2]([CH2:4][CH2:5][CH2:6][CH2:7][CH2:8][CH2:9][CH2:10][CH2:11][CH2:12][CH2:13][CH2:14][CH3:15])[CH3:1], predict the reactants needed to synthesize it. The reactants are: [CH3:1][N:2]([CH2:4][CH2:5][CH2:6][CH2:7][CH2:8][CH2:9][CH2:10][CH2:11][CH2:12][CH2:13][CH2:14][CH3:15])[CH3:3].[ClH:16]. (3) Given the product [N:7]1[CH:8]=[CH:9][CH:10]=[CH:11][C:6]=1[NH:5][CH2:23][C:22]([O:2][CH2:1][CH3:3])=[O:24], predict the reactants needed to synthesize it. The reactants are: [CH:1]([CH:3]=O)=[O:2].[NH2:5][C:6]1[CH:11]=[CH:10][CH:9]=[CH:8][N:7]=1.Cl(O)(=O)(=O)=O.C(=O)([O-])O.[Na+].[CH2:22]([OH:24])[CH3:23]. (4) Given the product [NH2:12][C:2]1[C:7]([N+:8]([O-:10])=[O:9])=[CH:6][CH:5]=[C:4]([Br:11])[N:3]=1, predict the reactants needed to synthesize it. The reactants are: Br[C:2]1[C:7]([N+:8]([O-:10])=[O:9])=[CH:6][CH:5]=[C:4]([Br:11])[N:3]=1.[NH4+:12].C(O)C.O. (5) Given the product [CH:1]([NH:11][C:12]1[CH:13]=[CH:14][C:15]([CH2:18][C:19]([O:21][CH3:22])=[O:20])=[CH:16][CH:17]=1)=[O:2], predict the reactants needed to synthesize it. The reactants are: [CH:1](O)=[O:2].C(OC(=O)C)(=O)C.[NH2:11][C:12]1[CH:17]=[CH:16][C:15]([CH2:18][C:19]([O:21][CH3:22])=[O:20])=[CH:14][CH:13]=1.C(=O)(O)[O-].[Na+]. (6) The reactants are: [CH3:1][N:2]1[C:7](=[O:8])[CH:6]=[CH:5][C:4]([N:9]2[CH2:14][CH2:13][CH:12]([CH:15]=O)[CH2:11][CH2:10]2)=[N:3]1.[C:17]([O:21][C:22]([NH:24][CH2:25][CH2:26][NH2:27])=[O:23])([CH3:20])([CH3:19])[CH3:18].C(O)(=O)C.C(O[BH-](OC(=O)C)OC(=O)C)(=O)C.[Na+]. Given the product [C:17]([O:21][C:22](=[O:23])[NH:24][CH2:25][CH2:26][NH:27][CH2:15][CH:12]1[CH2:11][CH2:10][N:9]([C:4]2[CH:5]=[CH:6][C:7](=[O:8])[N:2]([CH3:1])[N:3]=2)[CH2:14][CH2:13]1)([CH3:20])([CH3:18])[CH3:19], predict the reactants needed to synthesize it. (7) Given the product [CH3:46][C:47]([NH:51][C:9](=[O:11])[C:8]1[CH:12]=[CH:13][CH:14]=[CH:15][C:7]=1[NH:6][CH2:1][C:2]([CH3:3])([CH3:4])[CH3:5])([C:49]#[CH:50])[CH3:48], predict the reactants needed to synthesize it. The reactants are: [CH2:1]([NH:6][C:7]1[CH:15]=[CH:14][CH:13]=[CH:12][C:8]=1[C:9]([OH:11])=O)[C:2]([CH3:5])([CH3:4])[CH3:3].CCN=C=NCCCN(C)C.C1C=CC2N(O)N=NC=2C=1.CCN(C(C)C)C(C)C.[CH3:46][C:47]([NH2:51])([C:49]#[CH:50])[CH3:48].